From a dataset of Full USPTO retrosynthesis dataset with 1.9M reactions from patents (1976-2016). Predict the reactants needed to synthesize the given product. (1) Given the product [CH3:23][N:24]([C:31]1[CH:36]=[CH:35][C:34]([NH:37][C:9](=[O:11])[CH:8]([C:3]2[CH:4]=[CH:5][CH:6]=[CH:7][C:2]=2[CH3:1])[NH:12][C:13]([NH:15][C:16]2[CH:21]=[CH:20][C:19]([Cl:22])=[CH:18][CH:17]=2)=[O:14])=[CH:33][CH:32]=1)[C:25]1[CH:26]=[CH:27][N:28]=[CH:29][CH:30]=1, predict the reactants needed to synthesize it. The reactants are: [CH3:1][C:2]1[CH:7]=[CH:6][CH:5]=[CH:4][C:3]=1[CH:8]([NH:12][C:13]([NH:15][C:16]1[CH:21]=[CH:20][C:19]([Cl:22])=[CH:18][CH:17]=1)=[O:14])[C:9]([OH:11])=O.[CH3:23][N:24]([C:31]1[CH:36]=[CH:35][C:34]([NH2:37])=[CH:33][CH:32]=1)[C:25]1[CH:30]=[CH:29][N:28]=[CH:27][CH:26]=1.C(Cl)CCl. (2) Given the product [Cl:1][C:2]1[CH:7]=[C:6]([Cl:8])[CH:5]=[CH:4][C:3]=1[C:9](=[O:24])[C:10]([N:11]1[CH2:12][CH2:13][N:14]([C:17]([O:19][C:20]([CH3:21])([CH3:23])[CH3:22])=[O:18])[CH2:15][CH2:16]1)=[CH:10][N:11]([CH3:16])[CH3:12], predict the reactants needed to synthesize it. The reactants are: [Cl:1][C:2]1[CH:7]=[C:6]([Cl:8])[CH:5]=[CH:4][C:3]=1[C:9](=[O:24])[CH2:10][N:11]1[CH2:16][CH2:15][N:14]([C:17]([O:19][C:20]([CH3:23])([CH3:22])[CH3:21])=[O:18])[CH2:13][CH2:12]1. (3) Given the product [Cl:1][C:2]1[CH:3]=[C:4]([CH:10]=[CH:11][C:12]=1[Cl:13])[CH2:5][N:6]1[CH2:30][CH2:29][O:9][C@@H:8]([CH2:17][N:18]2[C:26](=[O:27])[C:25]3[C:20](=[CH:21][CH:22]=[CH:23][CH:24]=3)[C:19]2=[O:28])[CH2:7]1, predict the reactants needed to synthesize it. The reactants are: [Cl:1][C:2]1[CH:3]=[C:4]([CH:10]=[CH:11][C:12]=1[Cl:13])[CH2:5][NH:6][CH2:7][CH2:8][OH:9].O1C[C@@H]1[CH2:17][N:18]1[C:26](=[O:27])[C:25]2[C:20](=[CH:21][CH:22]=[CH:23][CH:24]=2)[C:19]1=[O:28].[C:29]1(P(C2C=CC=CC=2)C2C=CC=CC=2)C=CC=C[CH:30]=1.CC(OC(/N=N/C(OC(C)C)=O)=O)C. (4) Given the product [Br:1][C:2]1[CH:3]=[C:4]([CH:16]=[CH:17][CH:18]=1)[CH2:5][N:6]1[CH:11]=[CH:10][CH:9]=[C:8]([C:12]([NH:20][C@@H:21]([CH2:26][CH2:27][CH2:28][NH:29][C:30]([O:32][C:33]([CH3:36])([CH3:35])[CH3:34])=[O:31])[C:22]([O:24][CH3:25])=[O:23])=[O:14])[C:7]1=[O:15], predict the reactants needed to synthesize it. The reactants are: [Br:1][C:2]1[CH:3]=[C:4]([CH:16]=[CH:17][CH:18]=1)[CH2:5][N:6]1[CH:11]=[CH:10][CH:9]=[C:8]([C:12]([OH:14])=O)[C:7]1=[O:15].Cl.[NH2:20][C@@H:21]([CH2:26][CH2:27][CH2:28][NH:29][C:30]([O:32][C:33]([CH3:36])([CH3:35])[CH3:34])=[O:31])[C:22]([O:24][CH3:25])=[O:23].CN(C(ON1N=NC2C=CC=CC1=2)=[N+](C)C)C.F[P-](F)(F)(F)(F)F. (5) Given the product [C:44]([O-:63])(=[O:62])[CH2:45][CH2:46][CH2:47][CH2:48][CH2:49][CH2:50][CH2:51]/[CH:52]=[CH:53]\[CH2:54][CH2:55][CH2:56][CH2:57][CH2:58][CH2:59][CH2:60][CH3:61].[Zn+2:2].[C:44]([O-:63])(=[O:62])[CH2:45][CH2:46][CH2:47][CH2:48][CH2:49][CH2:50][CH2:51]/[CH:52]=[CH:53]\[CH2:54][CH2:55][CH2:56][CH2:57][CH2:58][CH2:59][CH2:60][CH3:61], predict the reactants needed to synthesize it. The reactants are: [O-2].[Zn+2:2].C(O)CCCCCCC/C=C\CCCCCCCC.C(CC([O-])=O)(=O)C.[Ga+3].C(CC([O-])=O)(=O)C.C(CC([O-])=O)(=O)C.[C:44]([OH:63])(=[O:62])[CH2:45][CH2:46][CH2:47][CH2:48][CH2:49][CH2:50][CH2:51]/[CH:52]=[CH:53]\[CH2:54][CH2:55][CH2:56][CH2:57][CH2:58][CH2:59][CH2:60][CH3:61]. (6) Given the product [C:4]([C:8]1[CH:13]=[CH:12][C:11]([C:14]2[O:23][N:2]=[C:16]([C:17]([O:19][CH2:20][CH3:21])=[O:18])[CH:15]=2)=[CH:10][CH:9]=1)([CH3:7])([CH3:6])[CH3:5], predict the reactants needed to synthesize it. The reactants are: Cl.[NH2:2]O.[C:4]([C:8]1[CH:13]=[CH:12][C:11]([C:14](=[O:23])[CH2:15][C:16](=O)[C:17]([O:19][CH2:20][CH3:21])=[O:18])=[CH:10][CH:9]=1)([CH3:7])([CH3:6])[CH3:5]. (7) Given the product [CH:1]([N:14]1[C:22]2[C:17](=[CH:18][C:19]([Cl:23])=[CH:20][CH:21]=2)[C:16]([CH2:24][CH2:25][O:26][C:58]2[CH:57]=[CH:56][C:55]([C:60]([OH:62])=[O:61])=[CH:54][CH:53]=2)=[C:15]1[CH2:37][CH2:38][NH:39][S:40]([CH2:43][S:44]([C:45]1[CH:50]=[CH:49][C:48]([Cl:51])=[C:47]([Cl:52])[CH:46]=1)=[O:67])(=[O:42])=[O:41])([C:8]1[CH:13]=[CH:12][CH:11]=[CH:10][CH:9]=1)[C:2]1[CH:3]=[CH:4][CH:5]=[CH:6][CH:7]=1, predict the reactants needed to synthesize it. The reactants are: [CH:1]([N:14]1[C:22]2[C:17](=[CH:18][C:19]([Cl:23])=[CH:20][CH:21]=2)[C:16]([CH2:24][CH2:25][O:26]C2C=CC(C(OC)=O)=CC=2)=[C:15]1[CH2:37][CH2:38][NH:39][S:40]([CH2:43][S:44][C:45]1[CH:50]=[CH:49][C:48]([Cl:51])=[C:47]([Cl:52])[CH:46]=1)(=[O:42])=[O:41])([C:8]1[CH:13]=[CH:12][CH:11]=[CH:10][CH:9]=1)[C:2]1[CH:7]=[CH:6][CH:5]=[CH:4][CH:3]=1.[CH:53]1[CH:58]=[C:57](Cl)[CH:56]=[C:55]([C:60]([O:62]O)=[O:61])[CH:54]=1.C1C[O:67]CC1. (8) Given the product [C:12]([C:2]1[C:11]2[C:6](=[CH:7][CH:8]=[CH:9][CH:10]=2)[N:5]=[N:4][CH:3]=1)#[CH:13], predict the reactants needed to synthesize it. The reactants are: Br[C:2]1[C:11]2[C:6](=[CH:7][CH:8]=[CH:9][CH:10]=2)[N:5]=[N:4][CH:3]=1.[C:12]([Si](C)(C)C)#[CH:13]. (9) Given the product [CH3:31][N:29]1[CH:30]=[C:26]([C:19]2[CH:18]=[C:17]3[C:22](=[CH:21][C:20]=2[CH:51]2[CH2:54][O:53][CH2:52]2)[N:13]([C:12]2[C:6]4[CH2:5][N:4]([C:1](=[O:3])[CH3:2])[CH2:9][CH2:8][C:7]=4[N:10]([CH:32]4[CH2:37][CH2:36][O:35][CH2:34][CH2:33]4)[N:11]=2)[CH2:14][CH2:15][CH2:16]3)[CH:27]=[N:28]1, predict the reactants needed to synthesize it. The reactants are: [C:1]([N:4]1[CH2:9][CH2:8][C:7]2[N:10]([CH:32]3[CH2:37][CH2:36][O:35][CH2:34][CH2:33]3)[N:11]=[C:12]([N:13]3[C:22]4[C:17](=[CH:18][C:19]([C:26]5[CH:27]=[N:28][N:29]([CH3:31])[CH:30]=5)=[C:20](B(O)O)[CH:21]=4)[CH2:16][CH2:15][CH2:14]3)[C:6]=2[CH2:5]1)(=[O:3])[CH3:2].COC1C=CC(S(NN=[C:51]2[CH2:54][O:53][CH2:52]2)(=O)=O)=CC=1.C(=O)([O-])[O-].[Cs+].[Cs+]. (10) Given the product [CH3:11][O:12][C:13]1[CH:41]=[CH:40][C:16]([CH2:17][NH:19][C:20]2[C:21]([CH3:39])=[C:22]([CH3:38])[C:23]3[O:27][C:26]([CH3:29])([CH3:28])[CH:25]([C:30]4[CH:31]=[CH:32][CH:33]=[CH:34][CH:35]=4)[C:24]=3[C:36]=2[CH3:37])=[CH:15][CH:14]=1, predict the reactants needed to synthesize it. The reactants are: [Cl-].[Al+3].[Cl-].[Cl-].[H-].[Al+3].[Li+].[H-].[H-].[H-].[CH3:11][O:12][C:13]1[CH:41]=[CH:40][C:16]([C:17]([NH:19][C:20]2[C:21]([CH3:39])=[C:22]([CH3:38])[C:23]3[O:27][C:26]([CH3:29])([CH3:28])[CH:25]([C:30]4[CH:35]=[CH:34][CH:33]=[CH:32][CH:31]=4)[C:24]=3[C:36]=2[CH3:37])=O)=[CH:15][CH:14]=1.[OH-].[Na+].